Dataset: Ames mutagenicity test results for genotoxicity prediction. Task: Regression/Classification. Given a drug SMILES string, predict its toxicity properties. Task type varies by dataset: regression for continuous values (e.g., LD50, hERG inhibition percentage) or binary classification for toxic/non-toxic outcomes (e.g., AMES mutagenicity, cardiotoxicity, hepatotoxicity). Dataset: ames. (1) The drug is O=C(OCCBr)C(O)C(O)C(=O)OCCBr. The result is 1 (mutagenic). (2) The result is 1 (mutagenic). The drug is [N-]=[N+]=Nc1nc2ccccc2[nH]1. (3) The drug is CN(C)CCNC(=O)c1ccc2nc3ccccc3c(N)c2c1. The result is 0 (non-mutagenic).